This data is from Reaction yield outcomes from USPTO patents with 853,638 reactions. The task is: Predict the reaction yield, written as a fraction of the theoretical maximum amount of product (1.0 means a 100% yield; for example, 0.34 means a 34% yield). (1) The reactants are C[O:2][C:3]([C:5]1[S:6][C:7]([C:28]2[CH:33]=[CH:32][CH:31]=[CH:30][CH:29]=2)=[CH:8][C:9]=1[N:10]([C:19]([CH:21]1[CH2:26][CH2:25][CH:24]([CH3:27])[CH2:23][CH2:22]1)=[O:20])[CH2:11][CH:12]1[CH2:17][CH2:16][CH2:15][N:14]([CH3:18])[CH2:13]1)=[O:4].O[Li].O. The yield is 0.920. The product is [CH3:27][CH:24]1[CH2:25][CH2:26][CH:21]([C:19]([N:10]([CH2:11][CH:12]2[CH2:17][CH2:16][CH2:15][N:14]([CH3:18])[CH2:13]2)[C:9]2[CH:8]=[C:7]([C:28]3[CH:33]=[CH:32][CH:31]=[CH:30][CH:29]=3)[S:6][C:5]=2[C:3]([OH:4])=[O:2])=[O:20])[CH2:22][CH2:23]1. The catalyst is C1COCC1.CO.O. (2) The reactants are C([O:4][C@H:5]1[C@@H:27]([O:28]C(=O)C)[C@H:26]([O:32]C(=O)C)[C@@H:25]([CH2:36][O:37]C(=O)C)[O:24][C@@H:6]1[O:7][C:8]1[CH:13]=[CH:12][C:11]([C:14]2[CH:15]=[C:16]3[CH:22]=[CH:21][NH:20][C:17]3=[N:18][CH:19]=2)=[CH:10][C:9]=1[Cl:23])(=O)C.CO[Na].CO. The catalyst is CO. The product is [O:7]([C:8]1[CH:13]=[CH:12][C:11]([C:14]2[CH:15]=[C:16]3[CH:22]=[CH:21][NH:20][C:17]3=[N:18][CH:19]=2)=[CH:10][C:9]=1[Cl:23])[C@H:6]1[O:24][C@H:25]([CH2:36][OH:37])[C@@H:26]([OH:32])[C@H:27]([OH:28])[C@@H:5]1[OH:4]. The yield is 0.420. (3) The reactants are [CH2:1]([NH2:11])[C:2]1[CH:10]=[CH:9][C:8]2[O:7][CH2:6][O:5][C:4]=2[CH:3]=1.C([N:14]([CH2:17][CH3:18])CC)C.[C:19]1([C:28](Cl)=[O:29])[CH:24]=[CH:23][CH:22]=[C:21]([C:25](Cl)=[O:26])[CH:20]=1. The catalyst is C(Cl)Cl.Cl. The product is [O:7]1[C:8]2[CH:9]=[CH:10][C:2]([CH2:1][NH:11][C:28](=[O:29])[C:19]3[CH:24]=[CH:23][CH:22]=[C:21]([C:25]([NH:14][CH2:17][C:18]4[CH:2]=[CH:3][C:4]5[O:5][CH2:6][O:7][C:8]=5[CH:9]=4)=[O:26])[CH:20]=3)=[CH:3][C:4]=2[O:5][CH2:6]1. The yield is 0.870.